This data is from Full USPTO retrosynthesis dataset with 1.9M reactions from patents (1976-2016). The task is: Predict the reactants needed to synthesize the given product. (1) Given the product [F:23][C:20]1[CH:19]=[CH:18][C:17]([CH2:16][C@@H:13]2[CH2:14][CH2:15][C@H:10]([N:6]3[CH2:7][CH2:8][CH2:9][C@H:5]3[CH2:4][NH2:1])[CH2:11][CH2:12]2)=[CH:22][CH:21]=1, predict the reactants needed to synthesize it. The reactants are: [N:1]([CH2:4][C@@H:5]1[CH2:9][CH2:8][CH2:7][N:6]1[C@H:10]1[CH2:15][CH2:14][C@@H:13]([CH2:16][C:17]2[CH:22]=[CH:21][C:20]([F:23])=[CH:19][CH:18]=2)[CH2:12][CH2:11]1)=[N+]=[N-]. (2) Given the product [CH3:25][C@H:20]1[NH:21][C@@H:22]([CH3:24])[CH2:23][N:18]([C:16]2[CH:15]=[CH:14][C:13]([O:26][CH3:27])=[C:12]([NH:11][S:8]([C:5]3[CH:6]=[CH:7][C:2]([C:30]4[O:29][CH:33]=[CH:32][CH:31]=4)=[CH:3][C:4]=3[F:28])(=[O:10])=[O:9])[CH:17]=2)[CH2:19]1, predict the reactants needed to synthesize it. The reactants are: Br[C:2]1[CH:7]=[CH:6][C:5]([S:8]([NH:11][C:12]2[CH:17]=[C:16]([N:18]3[CH2:23][C@H:22]([CH3:24])[NH:21][C@H:20]([CH3:25])[CH2:19]3)[CH:15]=[CH:14][C:13]=2[O:26][CH3:27])(=[O:10])=[O:9])=[C:4]([F:28])[CH:3]=1.[O:29]1[CH:33]=[CH:32][CH:31]=[C:30]1B(O)O.CC(C)([O-])C.[K+]. (3) Given the product [N+:1]([C:4]1[CH:9]=[CH:8][C:7]([O:10][CH2:24][C:19]2[CH:20]=[CH:21][CH:22]=[CH:23][N:18]=2)=[CH:6][CH:5]=1)([O-:3])=[O:2], predict the reactants needed to synthesize it. The reactants are: [N+:1]([C:4]1[CH:9]=[CH:8][C:7]([OH:10])=[CH:6][CH:5]=1)([O-:3])=[O:2].C([O-])([O-])=O.[K+].[K+].Br.[N:18]1[CH:23]=[CH:22][CH:21]=[CH:20][C:19]=1[CH2:24]Br. (4) Given the product [CH3:38][N:24]1[C:25]([NH:26][C:27]([O:29][C@@H:30]([C:32]2[CH:33]=[CH:34][CH:35]=[CH:36][CH:37]=2)[CH3:31])=[O:28])=[C:21]([C:18]2[CH:19]=[CH:20][C:15]([C:11]3[CH:12]=[CH:13][CH:14]=[C:9]([C:6]4([C:4]([OH:5])=[O:3])[CH2:8][CH2:7]4)[CH:10]=3)=[CH:16][CH:17]=2)[N:22]=[N:23]1, predict the reactants needed to synthesize it. The reactants are: C([O:3][C:4]([C:6]1([C:9]2[CH:10]=[C:11]([C:15]3[CH:20]=[CH:19][C:18]([C:21]4[N:22]=[N:23][N:24]([CH3:38])[C:25]=4[NH:26][C:27]([O:29][C@@H:30]([C:32]4[CH:37]=[CH:36][CH:35]=[CH:34][CH:33]=4)[CH3:31])=[O:28])=[CH:17][CH:16]=3)[CH:12]=[CH:13][CH:14]=2)[CH2:8][CH2:7]1)=[O:5])C.[OH-].[Na+].